Dataset: Full USPTO retrosynthesis dataset with 1.9M reactions from patents (1976-2016). Task: Predict the reactants needed to synthesize the given product. Given the product [C:1]([O:5][C:6]([NH:8][C@H:14]1[CH2:15][C:16]2[CH:17]=[CH:18][CH:19]=[CH:40][C:41]=2[CH2:42][NH:43][C:44]1=[O:25])=[O:7])([CH3:4])([CH3:3])[CH3:2], predict the reactants needed to synthesize it. The reactants are: [C:1]([O:5][C:6]([N:8]([C:14]1[CH:19]=[CH:18][CH:17]=[CH:16][C:15]=1CN)[C@H](C(O)=O)C)=[O:7])([CH3:4])([CH3:3])[CH3:2].CN(C)C=[O:25].ON1C2N=CC=CC=2N=N1.Cl.CN(C)[CH2:40][CH2:41][CH2:42][N:43]=[C:44]=NCC.